Task: Predict which catalyst facilitates the given reaction.. Dataset: Catalyst prediction with 721,799 reactions and 888 catalyst types from USPTO (1) Reactant: F[C:2]1[C:9]([CH3:10])=[CH:8][CH:7]=[CH:6][C:3]=1[C:4]#[N:5].[N:11]1[NH:12][N:13]=[CH:14][CH:15]=1.C(=O)([O-])[O-].[K+].[K+]. Product: [CH3:10][C:9]1[C:2]([N:12]2[N:13]=[CH:14][CH:15]=[N:11]2)=[C:3]([CH:6]=[CH:7][CH:8]=1)[C:4]#[N:5]. The catalyst class is: 18. (2) Reactant: [C:1]([C:3]1[CH:8]=[CH:7][C:6]([NH:9][C@@H:10]([C:14]([CH3:17])([CH3:16])[CH3:15])[C:11]([OH:13])=O)=[CH:5][CH:4]=1)#[N:2].CN1CCOCC1.CN(C(ON1N=NC2C=CC=NC1=2)=[N+](C)C)C.F[P-](F)(F)(F)(F)F.C1C=CC2N(O)N=NC=2C=1.[CH:59]1([S:62]([NH:65][C:66]([C@@:68]2([NH:73][C:74]([C@@H:76]3[CH2:80][C@@H:79]([O:81][C:82]4[C:83]5[O:100][C:99]6[CH:101]=[CH:102][CH:103]=[CH:104][C:98]=6[C:84]=5[N:85]=[C:86]([C:88]5[CH:93]=[CH:92][C:91]([C:94]([F:97])([F:96])[F:95])=[CH:90][CH:89]=5)[N:87]=4)[CH2:78][NH:77]3)=[O:75])[CH2:70][C@H:69]2[CH:71]=[CH2:72])=[O:67])(=[O:64])=[O:63])[CH2:61][CH2:60]1. Product: [C:1]([C:3]1[CH:4]=[CH:5][C:6]([NH:9][C@@H:10]([C:14]([CH3:17])([CH3:16])[CH3:15])[C:11]([N:77]2[CH2:78][C@H:79]([O:81][C:82]3[C:83]4[O:100][C:99]5[CH:101]=[CH:102][CH:103]=[CH:104][C:98]=5[C:84]=4[N:85]=[C:86]([C:88]4[CH:89]=[CH:90][C:91]([C:94]([F:95])([F:97])[F:96])=[CH:92][CH:93]=4)[N:87]=3)[CH2:80][C@H:76]2[C:74]([NH:73][C@:68]2([C:66](=[O:67])[NH:65][S:62]([CH:59]3[CH2:61][CH2:60]3)(=[O:63])=[O:64])[CH2:70][C@H:69]2[CH:71]=[CH2:72])=[O:75])=[O:13])=[CH:7][CH:8]=1)#[N:2]. The catalyst class is: 2. (3) Reactant: [OH:1][C@@H:2]([CH2:8][CH2:9][CH2:10][CH2:11][C:12]([O:14][CH3:15])=[O:13])[CH2:3][C:4](OC)=[O:5].[BH4-].[Na+].B([O-])([O-])OC. Product: [OH:1][C@H:2]([CH2:3][CH2:4][OH:5])[CH2:8][CH2:9][CH2:10][CH2:11][C:12]([O:14][CH3:15])=[O:13]. The catalyst class is: 5. (4) The catalyst class is: 90. Product: [F:36][C:2]1[CH:7]=[CH:6][N:5]=[C:4]2[N:8]([Si:11]([CH:18]([CH3:20])[CH3:19])([CH:15]([CH3:17])[CH3:16])[CH:12]([CH3:14])[CH3:13])[CH:9]=[CH:10][C:3]=12. Reactant: Br[C:2]1[CH:7]=[CH:6][N:5]=[C:4]2[N:8]([Si:11]([CH:18]([CH3:20])[CH3:19])([CH:15]([CH3:17])[CH3:16])[CH:12]([CH3:14])[CH3:13])[CH:9]=[CH:10][C:3]=12.C([Li])(C)(C)C.C1C=CC(S(N(S(C2C=CC=CC=2)(=O)=O)[F:36])(=O)=O)=CC=1.[Cl-].[NH4+].